Dataset: Catalyst prediction with 721,799 reactions and 888 catalyst types from USPTO. Task: Predict which catalyst facilitates the given reaction. (1) Reactant: [C:1]([O:5][C:6]([N:8]1[CH2:12][CH2:11][C@H:10]([N:13]([C:22]2[CH:27]=[CH:26][CH:25]=[C:24](Br)[N:23]=2)[C:14]2[CH:19]=[CH:18][C:17]([F:20])=[C:16]([Cl:21])[CH:15]=2)[CH2:9]1)=[O:7])([CH3:4])([CH3:3])[CH3:2].C(OCC)(=O)C.O.[CH3:36][N:37](C)C=O. Product: [C:1]([O:5][C:6]([N:8]1[CH2:12][CH2:11][C@H:10]([N:13]([C:14]2[CH:19]=[CH:18][C:17]([F:20])=[C:16]([Cl:21])[CH:15]=2)[C:22]2[CH:27]=[CH:26][CH:25]=[C:24]([C:36]#[N:37])[N:23]=2)[CH2:9]1)=[O:7])([CH3:4])([CH3:3])[CH3:2]. The catalyst class is: 267. (2) Reactant: [OH:1][CH:2]1[CH2:7][N:6]([C:8]([O:10][CH2:11][C:12]2[CH:17]=[CH:16][CH:15]=[CH:14][CH:13]=2)=[O:9])[CH:5]([CH3:18])[CH2:4][CH:3]1[NH:19][C:20](=[O:27])[C:21]1[CH:26]=[CH:25][CH:24]=[CH:23][N:22]=1.CC(OI1(OC(C)=O)(OC(C)=O)OC(=O)C2C=CC=CC1=2)=O.C(=O)([O-])[O-].[Na+].[Na+]. Product: [CH3:18][CH:5]1[CH2:4][CH:3]([NH:19][C:20](=[O:27])[C:21]2[CH:26]=[CH:25][CH:24]=[CH:23][N:22]=2)[C:2](=[O:1])[CH2:7][N:6]1[C:8]([O:10][CH2:11][C:12]1[CH:17]=[CH:16][CH:15]=[CH:14][CH:13]=1)=[O:9]. The catalyst class is: 2. (3) Reactant: CS(O[CH2:6][C@@H:7]1[CH2:9][C@H:8]1[C:10]1[N:15]=[C:14]2[N:16]([CH3:25])[C:17](=[O:24])[N:18]([CH2:19][C:20]([CH3:23])([CH3:22])[CH3:21])[C:13]2=[CH:12][CH:11]=1)(=O)=O.[CH3:26][N:27]1[C:31](=[O:32])[CH2:30][NH:29][C:28]1=[O:33].[H-].[Na+]. Product: [CH3:22][C:20]([CH3:21])([CH3:23])[CH2:19][N:18]1[C:13]2[C:14](=[N:15][C:10]([C@@H:8]3[CH2:9][C@H:7]3[CH2:6][N:29]3[CH2:30][C:31](=[O:32])[N:27]([CH3:26])[C:28]3=[O:33])=[CH:11][CH:12]=2)[N:16]([CH3:25])[C:17]1=[O:24]. The catalyst class is: 3. (4) Reactant: [C:1]1([C:7](Cl)([C:14]2[CH:19]=[CH:18][CH:17]=[CH:16][CH:15]=2)[C:8]2[CH:13]=[CH:12][CH:11]=[CH:10][CH:9]=2)[CH:6]=[CH:5][CH:4]=[CH:3][CH:2]=1.CN(C1C=CC=CN=1)C.[F:30][C:31]1[CH:36]=[C:35]([F:37])[CH:34]=[CH:33][C:32]=1[C:38]1[CH:42]=[CH:41][NH:40][N:39]=1. Product: [F:30][C:31]1[CH:36]=[C:35]([F:37])[CH:34]=[CH:33][C:32]=1[C:38]1[CH:42]=[CH:41][N:40]([C:7]([C:14]2[CH:19]=[CH:18][CH:17]=[CH:16][CH:15]=2)([C:8]2[CH:13]=[CH:12][CH:11]=[CH:10][CH:9]=2)[C:1]2[CH:6]=[CH:5][CH:4]=[CH:3][CH:2]=2)[N:39]=1. The catalyst class is: 17. (5) Reactant: C[O:2][C:3](=[O:21])[C:4]1[CH:9]=[CH:8][C:7]([O:10]C)=[C:6]([NH:12][C:13]2[CH:18]=[C:17]([Cl:19])[CH:16]=[C:15]([Cl:20])[CH:14]=2)[CH:5]=1.Br.[OH-].[NH4+]. Product: [Cl:19][C:17]1[CH:18]=[C:13]([NH:12][C:6]2[CH:5]=[C:4]([CH:9]=[CH:8][C:7]=2[OH:10])[C:3]([OH:21])=[O:2])[CH:14]=[C:15]([Cl:20])[CH:16]=1. The catalyst class is: 15. (6) Product: [F:1][C:2]1[CH:3]=[C:4]([NH:10][C:11]2[CH:16]=[CH:15][C:14]([I:17])=[CH:13][C:12]=2[F:18])[C:5]([C:8]([NH2:9])=[O:21])=[N:6][CH:7]=1. The catalyst class is: 1. Reactant: [F:1][C:2]1[CH:3]=[C:4]([NH:10][C:11]2[CH:16]=[CH:15][C:14]([I:17])=[CH:13][C:12]=2[F:18])[C:5]([C:8]#[N:9])=[N:6][CH:7]=1.C[Si](C)(C)[O-:21].[K+]. (7) Reactant: [CH:1]([S:4](Cl)(=[O:6])=[O:5])([CH3:3])[CH3:2].[C:8]([O:12][C:13]([NH:15][C:16]1[CH:22]=[CH:21][C:19]([NH2:20])=[CH:18][CH:17]=1)=[O:14])([CH3:11])([CH3:10])[CH3:9]. Product: [C:8]([O:12][C:13]([NH:15][C:16]1[CH:17]=[CH:18][C:19]([NH:20][S:4]([CH:1]([CH3:3])[CH3:2])(=[O:6])=[O:5])=[CH:21][CH:22]=1)=[O:14])([CH3:11])([CH3:9])[CH3:10]. The catalyst class is: 17.